From a dataset of Full USPTO retrosynthesis dataset with 1.9M reactions from patents (1976-2016). Predict the reactants needed to synthesize the given product. Given the product [CH3:1][N:2]1[CH2:7][CH2:6][N:5]([CH2:8][C:9]2[CH:16]=[CH:15][C:12]([CH:13]=[O:26])=[CH:11][CH:10]=2)[CH2:4][CH2:3]1, predict the reactants needed to synthesize it. The reactants are: [CH3:1][N:2]1[CH2:7][CH2:6][N:5]([CH2:8][C:9]2[CH:16]=[CH:15][C:12]([C:13]#N)=[CH:11][CH:10]=2)[CH2:4][CH2:3]1.CC(C[AlH]CC(C)C)C.[O:26]1CCCC1.